Dataset: Forward reaction prediction with 1.9M reactions from USPTO patents (1976-2016). Task: Predict the product of the given reaction. Given the reactants [C:1]([O:4][CH2:5][CH2:6][CH2:7][CH2:8][CH2:9][CH2:10][CH2:11][CH2:12][CH2:13][CH2:14][CH2:15][CH2:16][OH:17])(=[O:3])[CH3:2].[CH2:18](Cl)[Cl:19].Cl, predict the reaction product. The product is: [C:1]([O:4][CH2:5][CH2:6][CH2:7][CH2:8][CH2:9][CH2:10][CH2:11][CH2:12][CH2:13][CH2:14][CH2:15][CH2:16][O:17][CH2:18][Cl:19])(=[O:3])[CH3:2].